From a dataset of Forward reaction prediction with 1.9M reactions from USPTO patents (1976-2016). Predict the product of the given reaction. The product is: [CH2:23]1[O:24][C:7]2[CH:6]=[C:5]3[C:10]([C:11]([C:13]4[CH:18]=[CH:17][C:16]5[O:19][CH2:20][O:21][C:15]=5[CH:14]=4)=[N:12][C:3]([CH2:2][N:25]4[CH2:30][CH2:29][NH:28][CH2:27][CH2:26]4)=[N:4]3)=[CH:9][C:8]=2[O:22]1. Given the reactants Cl[CH2:2][C:3]1[N:12]=[C:11]([C:13]2[CH:18]=[CH:17][C:16]3[O:19][CH2:20][O:21][C:15]=3[CH:14]=2)[C:10]2[C:5](=[CH:6][C:7]3[O:24][CH2:23][O:22][C:8]=3[CH:9]=2)[N:4]=1.[NH:25]1[CH2:30][CH2:29][NH:28][CH2:27][CH2:26]1, predict the reaction product.